From a dataset of Forward reaction prediction with 1.9M reactions from USPTO patents (1976-2016). Predict the product of the given reaction. (1) Given the reactants [NH2:1][C:2]1[CH:7]=[CH:6][C:5]([CH2:8][C:9]#[N:10])=[CH:4][CH:3]=1.C(=O)([O-])[O-].[K+].[K+].[CH2:17](Br)[C:18]1[CH:23]=[CH:22][CH:21]=[CH:20][CH:19]=1.[I-].[K+], predict the reaction product. The product is: [CH2:17]([N:1]([C:2]1[CH:7]=[CH:6][C:5]([CH2:8][C:9]#[N:10])=[CH:4][CH:3]=1)[CH2:8][C:5]1[CH:6]=[CH:7][CH:2]=[CH:3][CH:4]=1)[C:18]1[CH:23]=[CH:22][CH:21]=[CH:20][CH:19]=1. (2) Given the reactants [Si:1]([O:8][CH2:9][C:10]1[CH:15]=[C:14]([C:16]([O:18][CH3:19])=[O:17])[CH:13]=[C:12]([CH:20]=O)[N:11]=1)([C:4]([CH3:7])([CH3:6])[CH3:5])([CH3:3])[CH3:2].[CH3:22][C:23]1[N:24]([CH2:30][CH2:31][CH2:32][C:33]2[CH:38]=[CH:37][CH:36]=[CH:35][CH:34]=2)[C:25]([CH2:28][NH2:29])=[N:26][N:27]=1, predict the reaction product. The product is: [Si:1]([O:8][CH2:9][C:10]1[CH:15]=[C:14]([C:16]([O:18][CH3:19])=[O:17])[CH:13]=[C:12]([CH2:20][NH:29][CH2:28][C:25]2[N:24]([CH2:30][CH2:31][CH2:32][C:33]3[CH:38]=[CH:37][CH:36]=[CH:35][CH:34]=3)[C:23]([CH3:22])=[N:27][N:26]=2)[N:11]=1)([C:4]([CH3:5])([CH3:6])[CH3:7])([CH3:2])[CH3:3]. (3) The product is: [S:1]1[CH:5]=[CH:4][C:3]([C:16]2[CH:21]=[CH:20][N:19]=[C:18]([NH2:22])[CH:17]=2)=[CH:2]1. Given the reactants [S:1]1[CH:5]=[CH:4][C:3](B(O)O)=[CH:2]1.C(=O)([O-])[O-].[Na+].[Na+].Br[C:16]1[CH:21]=[CH:20][N:19]=[C:18]([NH2:22])[CH:17]=1.C1(C)C=CC=CC=1, predict the reaction product. (4) Given the reactants Cl[C:2]1[N:3]=[C:4]([N:22]2[CH2:27][CH2:26][O:25][CH2:24][CH2:23]2)[C:5]2[O:10][C:9]3[N:11]=[CH:12][C:13](/[CH:15]=[CH:16]/[C:17]([N:19]([CH3:21])[CH3:20])=[O:18])=[CH:14][C:8]=3[C:6]=2[N:7]=1.[NH:28]1[C:36]2[CH:35]=[CH:34][CH:33]=[C:32](B(O)O)[C:31]=2[CH:30]=[CH:29]1.C([O-])([O-])=O.[Na+].[Na+].O1CCOCC1, predict the reaction product. The product is: [NH:28]1[C:36]2[C:31](=[C:32]([C:2]3[N:3]=[C:4]([N:22]4[CH2:27][CH2:26][O:25][CH2:24][CH2:23]4)[C:5]4[O:10][C:9]5[N:11]=[CH:12][C:13](/[CH:15]=[CH:16]/[C:17]([N:19]([CH3:21])[CH3:20])=[O:18])=[CH:14][C:8]=5[C:6]=4[N:7]=3)[CH:33]=[CH:34][CH:35]=2)[CH:30]=[CH:29]1. (5) Given the reactants [C:1]([O:5][C:6](=[O:41])[NH:7][C@H:8]([C:35]1[CH:40]=[CH:39][CH:38]=[CH:37][CH:36]=1)[CH2:9][N:10]1[C:15](=[O:16])[C:14]([N:17]2[CH2:22][CH2:21][NH:20][C:19](=[O:23])[CH2:18]2)=[C:13]([CH3:24])[N:12]([CH2:25][C:26]2[C:31]([F:32])=[CH:30][CH:29]=[CH:28][C:27]=2[F:33])[C:11]1=[O:34])([CH3:4])([CH3:3])[CH3:2].[H-].[Na+].[N+:44]([C:47]1[CH:48]=[C:49]([CH:52]=[CH:53][CH:54]=1)[CH2:50]Br)([O-:46])=[O:45].[Cl-].[NH4+], predict the reaction product. The product is: [C:1]([O:5][C:6](=[O:41])[NH:7][C@H:8]([C:35]1[CH:36]=[CH:37][CH:38]=[CH:39][CH:40]=1)[CH2:9][N:10]1[C:15](=[O:16])[C:14]([N:17]2[CH2:22][CH2:21][N:20]([CH2:50][C:49]3[CH:52]=[CH:53][CH:54]=[C:47]([N+:44]([O-:46])=[O:45])[CH:48]=3)[C:19](=[O:23])[CH2:18]2)=[C:13]([CH3:24])[N:12]([CH2:25][C:26]2[C:31]([F:32])=[CH:30][CH:29]=[CH:28][C:27]=2[F:33])[C:11]1=[O:34])([CH3:2])([CH3:3])[CH3:4].